From a dataset of Forward reaction prediction with 1.9M reactions from USPTO patents (1976-2016). Predict the product of the given reaction. (1) Given the reactants [Cl:1][C:2]1[C:3]([C:28]([O:30]CC)=[O:29])=[N:4][N:5]([C:14]2[CH:19]=[C:18]([C:20]([CH3:23])([CH3:22])[CH3:21])[N:17]=[C:16]([C:24]([CH3:27])([CH3:26])[CH3:25])[CH:15]=2)[C:6]=1[CH2:7][CH:8]1[CH2:13][CH2:12][CH2:11][CH2:10][CH2:9]1.O[Li].O, predict the reaction product. The product is: [Cl:1][C:2]1[C:3]([C:28]([OH:30])=[O:29])=[N:4][N:5]([C:14]2[CH:15]=[C:16]([C:24]([CH3:27])([CH3:25])[CH3:26])[N:17]=[C:18]([C:20]([CH3:23])([CH3:22])[CH3:21])[CH:19]=2)[C:6]=1[CH2:7][CH:8]1[CH2:9][CH2:10][CH2:11][CH2:12][CH2:13]1. (2) Given the reactants Br[C:2]1[CH:7]=[C:6]([F:8])[C:5]([CH:9]([O:22][CH2:23][CH3:24])[C:10]([NH:12][CH2:13][C:14]2[CH:19]=[CH:18][C:17]([C:20]#[N:21])=[CH:16][CH:15]=2)=[O:11])=[C:4]([F:25])[CH:3]=1.[B:26]1([B:26]2[O:30][C:29]([CH3:32])([CH3:31])[C:28]([CH3:34])([CH3:33])[O:27]2)[O:30][C:29]([CH3:32])([CH3:31])[C:28]([CH3:34])([CH3:33])[O:27]1.C([O-])(=O)C.[K+], predict the reaction product. The product is: [C:20]([C:17]1[CH:18]=[CH:19][C:14]([CH2:13][NH:12][C:10](=[O:11])[CH:9]([C:5]2[C:6]([F:8])=[CH:7][C:2]([B:26]3[O:30][C:29]([CH3:32])([CH3:31])[C:28]([CH3:34])([CH3:33])[O:27]3)=[CH:3][C:4]=2[F:25])[O:22][CH2:23][CH3:24])=[CH:15][CH:16]=1)#[N:21]. (3) Given the reactants [CH3:1][C:2]1[O:6][N:5]=[C:4]([C:7]2[CH:12]=[CH:11][CH:10]=[CH:9][CH:8]=2)[C:3]=1[C:13]([OH:15])=O.Cl.[F:17][C:18]1[CH:31]=[CH:30][C:21]([C:22]([CH:24]2[CH2:29][CH2:28][NH:27][CH2:26][CH2:25]2)=[O:23])=[CH:20][CH:19]=1.Cl.C(N=C=NCCCN(C)C)C.C(N(CC)CC)C, predict the reaction product. The product is: [F:17][C:18]1[CH:31]=[CH:30][C:21]([C:22]([CH:24]2[CH2:29][CH2:28][N:27]([C:13]([C:3]3[C:4]([C:7]4[CH:8]=[CH:9][CH:10]=[CH:11][CH:12]=4)=[N:5][O:6][C:2]=3[CH3:1])=[O:15])[CH2:26][CH2:25]2)=[O:23])=[CH:20][CH:19]=1. (4) Given the reactants C([N:9]1[CH2:13][CH2:12][C@@H:11]([N:14]([CH3:31])[C:15](=[O:30])[CH2:16][N:17]([C:24]2[CH:29]=[CH:28][CH:27]=[CH:26][CH:25]=2)[C:18]2[CH:23]=[CH:22][CH:21]=[CH:20][CH:19]=2)[CH2:10]1)(=O)C1C=CC=CC=1, predict the reaction product. The product is: [C:24]1([N:17]([C:18]2[CH:23]=[CH:22][CH:21]=[CH:20][CH:19]=2)[CH2:16][C:15]([N:14]([CH3:31])[C@@H:11]2[CH2:12][CH2:13][NH:9][CH2:10]2)=[O:30])[CH:29]=[CH:28][CH:27]=[CH:26][CH:25]=1. (5) The product is: [Br:1][C:2]1[S:6][C:5]([C:7]([C@H:9]2[CH2:10][CH2:11][C@H:12]([C:15]([O:17][CH2:18][CH3:19])=[O:16])[CH2:13][CH2:14]2)([OH:8])[C:21]([F:23])([F:22])[F:20])=[N:4][CH:3]=1. Given the reactants [Br:1][C:2]1[S:6][C:5]([C:7]([C@H:9]2[CH2:14][CH2:13][C@H:12]([C:15]([O:17][CH2:18][CH3:19])=[O:16])[CH2:11][CH2:10]2)=[O:8])=[N:4][CH:3]=1.[F:20][C:21]([Si](C)(C)C)([F:23])[F:22].[F-].C([N+](CCCC)(CCCC)CCCC)CCC, predict the reaction product. (6) Given the reactants [Cl:1][C:2]1[CH:14]=[CH:13][C:5]([C:6](=[C:8]([C:11]#[N:12])[C:9]#[N:10])[CH3:7])=[CH:4][CH:3]=1.[CH3:15][Mg]I.Cl, predict the reaction product. The product is: [Cl:1][C:2]1[CH:3]=[CH:4][C:5]([C:6]([CH:8]([C:11]#[N:12])[C:9]#[N:10])([CH3:15])[CH3:7])=[CH:13][CH:14]=1. (7) Given the reactants Br[CH2:2][C:3]1[N:7]([CH3:8])[N:6]([CH:9]2[CH2:14][CH2:13][CH2:12][CH2:11][CH2:10]2)[C:5](=[O:15])[C:4]=1[Cl:16].[CH3:17][O:18][C:19]1[CH:24]=[CH:23][CH:22]=[CH:21][C:20]=1[N:25]1[CH2:30][CH2:29][NH:28][CH2:27][CH2:26]1.C(=O)([O-])[O-].[K+].[K+], predict the reaction product. The product is: [Cl:16][C:4]1[C:5](=[O:15])[N:6]([CH:9]2[CH2:14][CH2:13][CH2:12][CH2:11][CH2:10]2)[N:7]([CH3:8])[C:3]=1[CH2:2][N:28]1[CH2:27][CH2:26][N:25]([C:20]2[CH:21]=[CH:22][CH:23]=[CH:24][C:19]=2[O:18][CH3:17])[CH2:30][CH2:29]1. (8) Given the reactants [C:1]([O:5][C:6]([NH:8][CH2:9][CH2:10]Br)=[O:7])([CH3:4])([CH3:3])[CH3:2].[C:12]1([S:18]([CH2:21][C:22]2[C:27]([C:28]([O:30][CH2:31][CH3:32])=[O:29])=[C:26]([OH:33])[C:25]([C:34]3[CH:38]=[CH:37][O:36][CH:35]=3)=[CH:24][CH:23]=2)(=[O:20])=[O:19])[CH:17]=[CH:16][CH:15]=[CH:14][CH:13]=1.C(=O)([O-])[O-].[Cs+].[Cs+], predict the reaction product. The product is: [C:12]1([S:18]([CH2:21][C:22]2[C:27]([C:28]([O:30][CH2:31][CH3:32])=[O:29])=[C:26]([O:33][CH2:10][CH2:9][NH:8][C:6]([O:5][C:1]([CH3:4])([CH3:3])[CH3:2])=[O:7])[C:25]([C:34]3[CH:38]=[CH:37][O:36][CH:35]=3)=[CH:24][CH:23]=2)(=[O:20])=[O:19])[CH:17]=[CH:16][CH:15]=[CH:14][CH:13]=1.